This data is from Full USPTO retrosynthesis dataset with 1.9M reactions from patents (1976-2016). The task is: Predict the reactants needed to synthesize the given product. (1) Given the product [C:6]([O:20][C:17]([NH:23][CH2:8][CH2:9][CH2:10][O:15][C:11]1[CH:10]=[C:9]2[C:14](=[CH:13][CH:12]=1)[C@H:6]([CH2:5][C:4]([O:3][CH2:1][CH3:2])=[O:16])[CH2:7][CH2:8]2)=[O:18])([CH3:14])([CH3:7])[CH3:5], predict the reactants needed to synthesize it. The reactants are: [CH2:1]([O:3][C:4](=[O:16])[CH2:5][C@H:6]1[C:14]2[C:9](=[CH:10][C:11]([OH:15])=[CH:12][CH:13]=2)[CH2:8][CH2:7]1)[CH3:2].[C:17]([O-:20])([O-])=[O:18].[Cs+].[Cs+].[NH4+:23].[Cl-]. (2) Given the product [F:19][C:2]([F:1])([F:18])[C:3](=[O:17])[CH2:4][C:5]([C:8]1[CH:13]=[CH:12][C:11]([F:14])=[CH:10][C:9]=1[O:15][CH3:16])([CH3:7])[CH3:6], predict the reactants needed to synthesize it. The reactants are: [F:1][C:2]([F:19])([F:18])[CH:3]([OH:17])[CH2:4][C:5]([C:8]1[CH:13]=[CH:12][C:11]([F:14])=[CH:10][C:9]=1[O:15][CH3:16])([CH3:7])[CH3:6].CC(OI1(OC(C)=O)(OC(C)=O)OC(=O)C2C=CC=CC1=2)=O. (3) Given the product [Cl:25][C:10]1[CH:9]=[C:8]2[C:13]([C:5]([C:3]([OH:4])=[O:2])=[CH:6][NH:7]2)=[CH:12][C:11]=1[C:14]1[C:15]([O:23][CH3:24])=[N:16][C:17]([N:20]([CH3:21])[CH3:22])=[CH:18][CH:19]=1, predict the reactants needed to synthesize it. The reactants are: C[O:2][C:3]([C:5]1[C:13]2[C:8](=[CH:9][C:10]([Cl:25])=[C:11]([C:14]3[C:15]([O:23][CH3:24])=[N:16][C:17]([N:20]([CH3:22])[CH3:21])=[CH:18][CH:19]=3)[CH:12]=2)[NH:7][CH:6]=1)=[O:4].O1CCCC1.[OH-].[Na+].Cl. (4) Given the product [C:28]([NH:27][C:24]1[CH:25]=[CH:26][C:21]([O:20][C:13]2[C:12]3[C:17](=[CH:18][C:9]([OH:8])=[C:10]([O:36][CH3:37])[CH:11]=3)[N:16]=[CH:15][C:14]=2[Br:19])=[CH:22][CH:23]=1)(=[O:35])[C:29]1[CH:30]=[CH:31][CH:32]=[CH:33][CH:34]=1, predict the reactants needed to synthesize it. The reactants are: C([O:8][C:9]1[CH:18]=[C:17]2[C:12]([C:13]([O:20][C:21]3[CH:26]=[CH:25][C:24]([NH:27][C:28](=[O:35])[C:29]4[CH:34]=[CH:33][CH:32]=[CH:31][CH:30]=4)=[CH:23][CH:22]=3)=[C:14]([Br:19])[CH:15]=[N:16]2)=[CH:11][C:10]=1[O:36][CH3:37])C1C=CC=CC=1.